This data is from Retrosynthesis with 50K atom-mapped reactions and 10 reaction types from USPTO. The task is: Predict the reactants needed to synthesize the given product. (1) Given the product CC(C)Oc1ncc(-c2nc(-c3ccc4c(c3)CCN(C(=O)[C@@H](NC(=O)OC(C)(C)C)[C@@H](C)O)CC4)no2)cc1C#N, predict the reactants needed to synthesize it. The reactants are: CC(C)Oc1ncc(-c2nc(-c3ccc4c(c3)CCNCC4)no2)cc1C#N.C[C@@H](O)[C@H](NC(=O)OC(C)(C)C)C(=O)O. (2) Given the product Fc1ccc(C(c2ccc(F)cc2)N2CCN(c3nc4ccccc4[nH]3)CC2)cc1, predict the reactants needed to synthesize it. The reactants are: Clc1nc2ccccc2[nH]1.Fc1ccc(C(c2ccc(F)cc2)N2CCNCC2)cc1. (3) The reactants are: CCN1CC(C)(C)OC(=O)C1CC(=O)O.Nc1ccc(Oc2ccccc2)cc1. Given the product CCN1CC(C)(C)OC(=O)C1CC(=O)Nc1ccc(Oc2ccccc2)cc1, predict the reactants needed to synthesize it. (4) Given the product COc1ccc(CN[C@H](C)c2cccc(Cl)c2)cc1S(=O)(=O)N1CCOCC1, predict the reactants needed to synthesize it. The reactants are: COc1ccc(C(=O)N[C@H](C)c2cccc(Cl)c2)cc1S(=O)(=O)N1CCOCC1.